Dataset: Reaction yield outcomes from USPTO patents with 853,638 reactions. Task: Predict the reaction yield, written as a fraction of the theoretical maximum amount of product (1.0 means a 100% yield; for example, 0.34 means a 34% yield). (1) The reactants are [H-].[Na+].[F:3][C:4]1[CH:9]=[C:8]([F:10])[CH:7]=[CH:6][C:5]=1[SH:11].Br[CH2:13][CH2:14][CH2:15][O:16][CH:17]1[CH2:22][CH2:21][CH2:20][CH2:19][O:18]1. The catalyst is C1COCC1. The product is [F:3][C:4]1[CH:9]=[C:8]([F:10])[CH:7]=[CH:6][C:5]=1[S:11][CH2:13][CH2:14][CH2:15][O:16][CH:17]1[CH2:22][CH2:21][CH2:20][CH2:19][O:18]1. The yield is 0.840. (2) The product is [NH2:10][NH:11][C:5](=[O:6])[CH2:4][CH2:3][N:2]([CH3:9])[CH3:1]. The yield is 1.00. The reactants are [CH3:1][N:2]([CH3:9])[CH2:3][CH2:4][C:5](OC)=[O:6].[NH2:10][NH2:11]. The catalyst is C(O)C. (3) The reactants are [F:1][C:2]1[CH:3]=[C:4]([C@H:8]2[CH2:12][CH2:11][C@@H:10]([CH2:13][OH:14])[N:9]2[C:15]2[CH:20]=[CH:19][N:18]3[N:21]=[CH:22][C:23]([C:24]([O:26]CC)=[O:25])=[C:17]3[N:16]=2)[CH:5]=[N:6][CH:7]=1.[OH-].[Na+].Cl.O1CCOCC1. The catalyst is CO. The product is [F:1][C:2]1[CH:3]=[C:4]([C@H:8]2[CH2:12][CH2:11][C@@H:10]([CH2:13][OH:14])[N:9]2[C:15]2[CH:20]=[CH:19][N:18]3[N:21]=[CH:22][C:23]([C:24]([OH:26])=[O:25])=[C:17]3[N:16]=2)[CH:5]=[N:6][CH:7]=1. The yield is 0.900. (4) The product is [Cl:20][C:18]1[C:17]([C:21]([F:24])([F:23])[F:22])=[CH:16][C:15]2[N:25]=[C:26]([CH2:27][CH2:28][CH2:29][C:30]3[CH:31]=[CH:32][N:33]=[CH:34][CH:35]=3)[N:13]([C:10]3[CH:11]=[CH:12][C:7]([CH2:6][CH2:5][OH:4])=[CH:8][CH:9]=3)[C:14]=2[CH:19]=1. The reactants are C([O:4][CH2:5][CH2:6][C:7]1[CH:12]=[CH:11][C:10]([NH:13][C:14]2[CH:19]=[C:18]([Cl:20])[C:17]([C:21]([F:24])([F:23])[F:22])=[CH:16][C:15]=2[NH:25][C:26](=O)[CH2:27][CH2:28][CH2:29][C:30]2[CH:35]=[CH:34][N:33]=[CH:32][CH:31]=2)=[CH:9][CH:8]=1)(=O)C.[OH-].[Na+]. The catalyst is C(O)C. The yield is 0.540. (5) The catalyst is C(Cl)Cl.CO.CCOCC. The yield is 0.990. The reactants are [CH3:1][C:2]1([CH3:32])[C:8](=[O:9])[NH:7][C:6]2[N:10]=[CH:11][C:12](/[CH:14]=[CH:15]/[C:16]([N:18]([CH2:20][C:21]3[O:22][C:23]4[CH:31]=[CH:30][CH:29]=[CH:28][C:24]=4[C:25]=3[CH2:26][CH3:27])[CH3:19])=[O:17])=[CH:13][C:5]=2[CH2:4][NH:3]1.[ClH:33]. The product is [ClH:33].[CH3:32][C:2]1([CH3:1])[C:8](=[O:9])[NH:7][C:6]2[N:10]=[CH:11][C:12](/[CH:14]=[CH:15]/[C:16]([N:18]([CH2:20][C:21]3[O:22][C:23]4[CH:31]=[CH:30][CH:29]=[CH:28][C:24]=4[C:25]=3[CH2:26][CH3:27])[CH3:19])=[O:17])=[CH:13][C:5]=2[CH2:4][NH:3]1.